This data is from Catalyst prediction with 721,799 reactions and 888 catalyst types from USPTO. The task is: Predict which catalyst facilitates the given reaction. Reactant: Cl.[CH3:2][O:3][C@@H:4]1[CH2:8][CH2:7][NH:6][CH2:5]1.Br[C:10]1[N:21]([CH2:22][CH2:23][CH:24]2[CH2:29][CH2:28][CH2:27][CH2:26][CH2:25]2)[C:13]2[N:14]=[C:15]([C:19]#[N:20])[N:16]=[C:17](C)[C:12]=2[CH:11]=1.[C:30](=O)([O-])[O-].[K+].[K+]. Product: [CH:24]1([CH2:23][CH2:22][N:21]2[C:13]3[N:14]=[C:15]([C:19]#[N:20])[N:16]=[CH:17][C:12]=3[CH:11]=[C:10]2[CH2:30][N:6]2[CH2:7][CH2:8][C@@H:4]([O:3][CH3:2])[CH2:5]2)[CH2:25][CH2:26][CH2:27][CH2:28][CH2:29]1. The catalyst class is: 3.